Dataset: Reaction yield outcomes from USPTO patents with 853,638 reactions. Task: Predict the reaction yield, written as a fraction of the theoretical maximum amount of product (1.0 means a 100% yield; for example, 0.34 means a 34% yield). (1) The yield is 1.00. The catalyst is C(O)C. The product is [CH3:1][C:2]1[CH:3]([C:10]2[CH:17]=[CH:16][CH:15]=[CH:14][C:11]=2[CH:12]=[N:27][C:26]2[C:28]([CH:32]([CH3:33])[CH3:34])=[CH:29][CH:30]=[CH:31][C:25]=2[CH:22]([CH3:24])[CH3:23])[C:4]([CH3:9])=[C:5]([CH3:8])[C:6]=1[CH3:7]. The reactants are [CH3:1][C:2]1[CH:3]([C:10]2[CH:17]=[CH:16][CH:15]=[CH:14][C:11]=2[CH:12]=O)[C:4]([CH3:9])=[C:5]([CH3:8])[C:6]=1[CH3:7].C(O)(=O)C.[CH:22]([C:25]1[CH:31]=[CH:30][CH:29]=[C:28]([CH:32]([CH3:34])[CH3:33])[C:26]=1[NH2:27])([CH3:24])[CH3:23]. (2) The reactants are C(Cl)(=O)C(Cl)=O.CS(C)=O.[CH:11]1([CH2:16][CH2:17][CH2:18][OH:19])[CH2:15][CH2:14][CH2:13][CH2:12]1.C(N(CC)CC)C. The catalyst is C(Cl)Cl.O. The product is [CH:11]1([CH2:16][CH2:17][CH:18]=[O:19])[CH2:15][CH2:14][CH2:13][CH2:12]1. The yield is 0.830. (3) The reactants are [Cl:1][C:2]1[CH:38]=[CH:37][C:5]([O:6][CH2:7][C:8]([N:10]2[CH2:15][CH2:14][N:13]([C:16]3[C:17]4[CH:29]=[C:28]([C:30]5[CH:35]=[CH:34][C:33]([F:36])=[CH:32][CH:31]=5)[S:27][C:18]=4[N:19]=[C:20]([C:22]([O:24]CC)=O)[N:21]=3)[CH2:12][CH2:11]2)=[O:9])=[CH:4][CH:3]=1.[NH3:39]. The catalyst is CO. The product is [Cl:1][C:2]1[CH:3]=[CH:4][C:5]([O:6][CH2:7][C:8]([N:10]2[CH2:15][CH2:14][N:13]([C:16]3[C:17]4[CH:29]=[C:28]([C:30]5[CH:35]=[CH:34][C:33]([F:36])=[CH:32][CH:31]=5)[S:27][C:18]=4[N:19]=[C:20]([C:22]([NH2:39])=[O:24])[N:21]=3)[CH2:12][CH2:11]2)=[O:9])=[CH:37][CH:38]=1. The yield is 0.660. (4) The reactants are C([O:5][C:6](=[O:31])[CH2:7][NH:8][CH2:9][C:10]1[S:14][C:13]([NH:15][C:16]([N:18]([CH:25]2[CH2:30][CH2:29][CH2:28][CH2:27][CH2:26]2)[CH:19]2[CH2:24][CH2:23][CH2:22][CH2:21][CH2:20]2)=[O:17])=[N:12][CH:11]=1)(C)(C)C.Cl. The catalyst is C(Cl)Cl.C(OCC)C. The product is [CH:25]1([N:18]([CH:19]2[CH2:24][CH2:23][CH2:22][CH2:21][CH2:20]2)[C:16](=[O:17])[NH:15][C:13]2[S:14][C:10]([CH2:9][NH:8][CH2:7][C:6]([OH:31])=[O:5])=[CH:11][N:12]=2)[CH2:26][CH2:27][CH2:28][CH2:29][CH2:30]1. The yield is 0.690. (5) The reactants are [CH2:1]([N:3]([CH:29]1[CH2:34][CH2:33][O:32][CH2:31][CH2:30]1)[C:4]1[C:9]2[CH2:10][CH:11]=[CH:12][CH2:13][CH2:14][CH2:15][C:16]3[CH:25]=[C:24]([CH3:26])[CH:23]=[C:22]([O:27]C)[C:17]=3[CH2:18][NH:19][C:20](=[O:21])[C:8]=2[CH:7]=[N:6][CH:5]=1)[CH3:2].Cl. The catalyst is O1CCOCC1.CO. The product is [CH2:1]([N:3]([CH:29]1[CH2:30][CH2:31][O:32][CH2:33][CH2:34]1)[C:4]1[C:9]2[CH2:10][CH:11]=[CH:12][CH2:13][CH2:14][CH2:15][C:16]3[CH:25]=[C:24]([CH3:26])[CH2:23][C:22](=[O:27])[C:17]=3[CH2:18][NH:19][C:20](=[O:21])[C:8]=2[CH:7]=[N:6][CH:5]=1)[CH3:2]. The yield is 0.960.